Task: Predict the reactants needed to synthesize the given product.. Dataset: Full USPTO retrosynthesis dataset with 1.9M reactions from patents (1976-2016) (1) Given the product [CH3:40][O:39][C:37]1[CH:36]=[C:33]([CH:32]=[C:31]([O:30][CH3:29])[CH:38]=1)[CH2:34][N:1]1[C:10]2[C:5](=[CH:6][CH:7]=[CH:8][C:9]=2[CH2:11][CH2:12][C:13]2[CH:14]=[CH:15][C:16]([C:17]([O:19][CH3:20])=[O:18])=[CH:21][CH:22]=2)[CH2:4][CH2:3][CH2:2]1, predict the reactants needed to synthesize it. The reactants are: [NH:1]1[C:10]2[C:5](=[CH:6][CH:7]=[CH:8][C:9]=2[CH2:11][CH2:12][C:13]2[CH:22]=[CH:21][C:16]([C:17]([O:19][CH3:20])=[O:18])=[CH:15][CH:14]=2)[CH2:4][CH2:3][CH2:2]1.C([O-])([O-])=O.[K+].[K+].[CH3:29][O:30][C:31]1[CH:32]=[C:33]([CH:36]=[C:37]([O:39][CH3:40])[CH:38]=1)[CH2:34]Br.C(OCC)(=O)C. (2) Given the product [CH3:8][O:9][C:10](=[O:33])[CH2:11][C@H:12]1[C:16]2[CH:17]=[CH:18][C:19]([O:21][C@H:22]3[C:30]4[C:25](=[C:26]([O:32][C:45]5[CH:46]=[CH:47][C:42]([O:41][CH2:34][C:35]6[CH:40]=[CH:39][CH:38]=[CH:37][CH:36]=6)=[CH:43][CH:44]=5)[CH:27]=[CH:28][C:29]=4[F:31])[CH2:24][CH2:23]3)=[CH:20][C:15]=2[O:14][CH2:13]1, predict the reactants needed to synthesize it. The reactants are: C(N(CC)CC)C.[CH3:8][O:9][C:10](=[O:33])[CH2:11][C@H:12]1[C:16]2[CH:17]=[CH:18][C:19]([O:21][C@H:22]3[C:30]4[C:25](=[C:26]([OH:32])[CH:27]=[CH:28][C:29]=4[F:31])[CH2:24][CH2:23]3)=[CH:20][C:15]=2[O:14][CH2:13]1.[CH2:34]([O:41][C:42]1[CH:47]=[CH:46][C:45](B(O)O)=[CH:44][CH:43]=1)[C:35]1[CH:40]=[CH:39][CH:38]=[CH:37][CH:36]=1. (3) The reactants are: [Br:1][C:2]1[C:11]2[C:6](=[C:7]([N+:12]([O-:14])=[O:13])[CH:8]=[CH:9][CH:10]=2)[CH:5]=[C:4]([OH:15])[C:3]=1O.[C:17]([O-:20])([O-])=O.[K+].[K+].[CH3:23]I. Given the product [Br:1][C:2]1[C:11]2[C:6](=[C:7]([N+:12]([O-:14])=[O:13])[CH:8]=[CH:9][CH:10]=2)[CH:5]=[C:4]([O:15][CH3:23])[C:3]=1[O:20][CH3:17], predict the reactants needed to synthesize it. (4) Given the product [Br:1][C:2]1[CH:7]=[CH:6][C:5]([O:8][C@H:14]2[CH2:15][CH2:16][C@H:11]([CH2:9][CH3:10])[CH2:12][CH2:13]2)=[CH:4][CH:3]=1, predict the reactants needed to synthesize it. The reactants are: [Br:1][C:2]1[CH:7]=[CH:6][C:5]([OH:8])=[CH:4][CH:3]=1.[CH2:9]([C@@H:11]1[CH2:16][CH2:15][C@H:14](O)[CH2:13][CH2:12]1)[CH3:10].C1C=CC(P(C2C=CC=CC=2)C2C=CC=CC=2)=CC=1.CCN(CC)CC.CC(OC(/N=N/C(OC(C)C)=O)=O)C. (5) Given the product [Cl:1][C:2]1[CH:3]=[C:4]2[CH:9]=[N:28][NH:27][C:5]2=[N:6][CH:7]=1, predict the reactants needed to synthesize it. The reactants are: [Cl:1][C:2]1[CH:3]=[C:4]([CH:9]2OC(C)(C)C(C)(C)O2)[C:5](F)=[N:6][CH:7]=1.C(N(CC)C(C)C)(C)C.[NH2:27][NH2:28].[OH-].[Na+]. (6) Given the product [Br:11][C:2]1[S:1][C:5]2[C:6](=[O:10])[NH:7][CH2:8][CH2:9][C:4]=2[CH:3]=1, predict the reactants needed to synthesize it. The reactants are: [S:1]1[C:5]2[C:6](=[O:10])[NH:7][CH2:8][CH2:9][C:4]=2[CH:3]=[CH:2]1.[Br:11]Br. (7) Given the product [CH3:17][NH:16][C:7]1[N:8]=[C:9]([NH:12][CH2:13][CH2:14][CH3:15])[C:10]2[N:11]=[C:2]([C:25]#[N:26])[N:3]=[C:4]([NH:18][CH2:19][CH2:20][CH3:21])[C:5]=2[N:6]=1, predict the reactants needed to synthesize it. The reactants are: Cl[C:2]1[N:3]=[C:4]([NH:18][CH2:19][CH2:20][CH3:21])[C:5]2[N:6]=[C:7]([NH:16][CH3:17])[N:8]=[C:9]([NH:12][CH2:13][CH2:14][CH3:15])[C:10]=2[N:11]=1.[C-]#N.[K+].[CH3:25][NH:26]C1C2N=C(NCCC)N=C(NC)C=2N=C(C#N)N=1. (8) Given the product [C:31]([N:35]1[CH:39]=[CH:38][C:37]([C:11]2[CH:10]=[C:9]([O:22][C@@H:23]([C@H:25]3[CH2:29][NH:28][C:27](=[O:30])[CH2:26]3)[CH3:24])[C:8]3[N:4]([CH:1]4[CH2:3][CH2:2]4)[CH:5]=[N:6][C:7]=3[CH:12]=2)=[N:36]1)([CH3:34])([CH3:33])[CH3:32], predict the reactants needed to synthesize it. The reactants are: [CH:1]1([N:4]2[C:8]3[C:9]([O:22][C@@H:23]([C@H:25]4[CH2:29][NH:28][C:27](=[O:30])[CH2:26]4)[CH3:24])=[CH:10][C:11](B4OC(C)(C)C(C)(C)O4)=[CH:12][C:7]=3[N:6]=[CH:5]2)[CH2:3][CH2:2]1.[C:31]([N:35]1[CH:39]=[CH:38][C:37](I)=[N:36]1)([CH3:34])([CH3:33])[CH3:32].C([O-])([O-])=O.[Na+].[Na+].N#N.